This data is from Full USPTO retrosynthesis dataset with 1.9M reactions from patents (1976-2016). The task is: Predict the reactants needed to synthesize the given product. (1) Given the product [ClH:1].[NH2:2][C:5]1[CH:10]=[CH:9][CH:8]=[CH:7][C:6]=1[C:11](=[NH:12])[NH2:13], predict the reactants needed to synthesize it. The reactants are: [ClH:1].[N+:2]([C:5]1[CH:10]=[CH:9][CH:8]=[CH:7][C:6]=1[C:11](=[NH:13])[NH2:12])([O-])=O.[H][H]. (2) Given the product [F:29][C:30]1[CH:35]=[C:34]([F:36])[CH:33]=[CH:32][C:31]=1[C:37]1[N:40]=[C:26]([CH:12]2[CH2:13][CH:14]([C:16]3[CH:17]=[CH:18][C:19]([C:22]([F:24])([F:25])[F:23])=[CH:20][CH:21]=3)[CH2:15][N:10]([C:8]([N:5]3[CH2:6][CH2:7][CH:2]([OH:1])[CH2:3][CH2:4]3)=[O:9])[CH2:11]2)[O:27][N:38]=1, predict the reactants needed to synthesize it. The reactants are: [OH:1][CH:2]1[CH2:7][CH2:6][N:5]([C:8]([N:10]2[CH2:15][CH:14]([C:16]3[CH:21]=[CH:20][C:19]([C:22]([F:25])([F:24])[F:23])=[CH:18][CH:17]=3)[CH2:13][CH:12]([C:26](O)=[O:27])[CH2:11]2)=[O:9])[CH2:4][CH2:3]1.[F:29][C:30]1[CH:35]=[C:34]([F:36])[CH:33]=[CH:32][C:31]=1[C:37](=[NH:40])[NH:38]O. (3) Given the product [CH3:1][S:2]([C:3]1[S:4][C:5]2[CH:11]=[C:10]([CH2:12][N:13]3[CH:18]=[CH:17][N:16]=[C:15]([N:19]4[CH2:24][CH2:23][O:22][CH2:21][CH2:20]4)[C:14]3=[O:25])[CH:9]=[CH:8][C:6]=2[N:7]=1)=[O:34], predict the reactants needed to synthesize it. The reactants are: [CH3:1][S:2][C:3]1[S:4][C:5]2[CH:11]=[C:10]([CH2:12][N:13]3[CH:18]=[CH:17][N:16]=[C:15]([N:19]4[CH2:24][CH2:23][O:22][CH2:21][CH2:20]4)[C:14]3=[O:25])[CH:9]=[CH:8][C:6]=2[N:7]=1.C1C=C(Cl)C=C(C(OO)=[O:34])C=1. (4) Given the product [C:26]([O:12][C@H:11]([CH:13]1[CH2:15][O:14]1)[CH2:10][C@@H:9]([O:8][Si:1]([C:4]([CH3:5])([CH3:6])[CH3:7])([CH3:2])[CH3:3])[C:16]#[CH:17])(=[O:27])[CH3:25], predict the reactants needed to synthesize it. The reactants are: [Si:1]([O:8][C@@H:9]([C:16]#[CH:17])[CH2:10][C@@H:11]([CH:13]1[CH2:15][O:14]1)[OH:12])([C:4]([CH3:7])([CH3:6])[CH3:5])([CH3:3])[CH3:2].CCN(CC)CC.[CH3:25][C:26](OC(C)=O)=[O:27].[NH4+].[Cl-].